This data is from Full USPTO retrosynthesis dataset with 1.9M reactions from patents (1976-2016). The task is: Predict the reactants needed to synthesize the given product. (1) Given the product [F:1][C:2]1[C:7]([O:8][CH3:9])=[CH:6][CH:5]=[C:4]2[C:3]=1[CH2:10][CH2:11][NH:12][CH2:15]2, predict the reactants needed to synthesize it. The reactants are: [F:1][C:2]1[C:7]([O:8][CH3:9])=[CH:6][CH:5]=[CH:4][C:3]=1[CH2:10][CH2:11][NH2:12].C=O.[C:15](O)(C(F)(F)F)=O. (2) Given the product [C:9]([NH:8][CH2:7][CH2:6][CH2:5][S:2]([O:15][CH2:14][C:13]([CH3:20])([CH3:12])[CH2:16][CH2:17][CH:18]=[CH2:19])(=[O:4])=[O:3])(=[O:11])[CH3:10], predict the reactants needed to synthesize it. The reactants are: Cl[S:2]([CH2:5][CH2:6][CH2:7][NH:8][C:9](=[O:11])[CH3:10])(=[O:4])=[O:3].[CH3:12][C:13]([CH3:20])([CH2:16][CH2:17][CH:18]=[CH2:19])[CH2:14][OH:15].C(N(CC)CC)C. (3) The reactants are: [C:1]12([C:11]3[CH:12]=[C:13]([C:19]4[CH:20]=[C:21]([CH:31]=[CH:32][CH:33]=4)[CH:22]=[C:23]4[S:27][C:26](SC)=[N:25][C:24]4=[O:30])[CH:14]=[C:15]([F:18])[C:16]=3[OH:17])[CH2:10][CH:5]3[CH2:6][CH:7]([CH2:9][CH:3]([CH2:4]3)[CH2:2]1)[CH2:8]2.[NH2:34][N:35]1[CH2:40][CH2:39][O:38][CH2:37][CH2:36]1. Given the product [C:1]12([C:11]3[CH:12]=[C:13]([C:19]4[CH:20]=[C:21]([CH:31]=[CH:32][CH:33]=4)[CH:22]=[C:23]4[S:27][C:26]([NH:34][N:35]5[CH2:40][CH2:39][O:38][CH2:37][CH2:36]5)=[N:25][C:24]4=[O:30])[CH:14]=[C:15]([F:18])[C:16]=3[OH:17])[CH2:2][CH:3]3[CH2:4][CH:5]([CH2:6][CH:7]([CH2:9]3)[CH2:8]1)[CH2:10]2, predict the reactants needed to synthesize it. (4) Given the product [CH2:14]([O:13][C:11]([C:9]1[C:10]([I:16])=[C:6]([C:4]([O:3][CH2:1][CH3:2])=[O:5])[NH:7][N:8]=1)=[O:12])[CH3:15], predict the reactants needed to synthesize it. The reactants are: [CH2:1]([O:3][C:4]([C:6]1[CH:10]=[C:9]([C:11]([O:13][CH2:14][CH3:15])=[O:12])[NH:8][N:7]=1)=[O:5])[CH3:2].[I:16]I.S([O-])([O-])(=O)=S.[Na+].[Na+]. (5) Given the product [CH3:10][C:11]1[CH:19]=[CH:18][CH:17]=[CH:16][C:12]=1[C:13]([N:63]1[CH2:64][CH2:65][N:60]([C:42](=[O:41])[CH2:43][NH:44][C:45](=[O:59])[C:46]2[CH:47]=[CH:48][C:49]([O:52][C:53]3[CH:54]=[CH:55][CH:56]=[CH:57][CH:58]=3)=[CH:50][CH:51]=2)[CH2:61][CH2:62]1)=[O:15], predict the reactants needed to synthesize it. The reactants are: CCN(C(C)C)C(C)C.[CH3:10][C:11]1[CH:19]=[CH:18][CH:17]=[CH:16][C:12]=1[C:13]([OH:15])=O.CCN=C=NCCCN(C)C.C1C=CC2N(O)N=NC=2C=1.[O:41]=[C:42]([N:60]1[CH2:65][CH2:64][NH:63][CH2:62][CH2:61]1)[CH2:43][NH:44][C:45](=[O:59])[C:46]1[CH:51]=[CH:50][C:49]([O:52][C:53]2[CH:58]=[CH:57][CH:56]=[CH:55][CH:54]=2)=[CH:48][CH:47]=1.